This data is from Full USPTO retrosynthesis dataset with 1.9M reactions from patents (1976-2016). The task is: Predict the reactants needed to synthesize the given product. (1) Given the product [Cl:1][C:2]1[CH:3]=[C:4]([CH:23]([CH2:29][CH2:30][O:31][CH3:32])[C:24]([OH:26])=[O:25])[CH:5]=[C:6]([C:13]2[CH:14]=[CH:15][C:16]([C:19]([F:22])([F:21])[F:20])=[CH:17][CH:18]=2)[C:7]=1[O:8][CH2:9][CH:10]1[CH2:11][CH2:12]1, predict the reactants needed to synthesize it. The reactants are: [Cl:1][C:2]1[CH:3]=[C:4]([CH:23]([CH2:29][CH2:30][O:31][CH3:32])[C:24]([O:26]CC)=[O:25])[CH:5]=[C:6]([C:13]2[CH:18]=[CH:17][C:16]([C:19]([F:22])([F:21])[F:20])=[CH:15][CH:14]=2)[C:7]=1[O:8][CH2:9][CH:10]1[CH2:12][CH2:11]1.CO.O.O[Li].O. (2) Given the product [NH2:21][C:20]1[N:22]=[CH:12][C:9]2[CH2:8][C:7](=[O:16])[NH:6][C:5]3[CH:17]=[CH:18][C:2]([Br:1])=[CH:3][C:4]=3[C:10]=2[N:19]=1, predict the reactants needed to synthesize it. The reactants are: [Br:1][C:2]1[CH:18]=[CH:17][C:5]2[NH:6][C:7](=[O:16])[CH2:8][C:9](=[CH:12]N(C)C)[C:10](=O)[C:4]=2[CH:3]=1.[NH2:19][C:20]([NH2:22])=[NH:21]. (3) Given the product [CH2:22]([O:21][C:16](=[O:20])/[C:17](=[N:12]/[C:9]1[CH:10]=[CH:11][C:6]([N:1]2[CH:5]=[CH:4][N:3]=[CH:2]2)=[CH:7][CH:8]=1)/[CH3:19])[CH3:23], predict the reactants needed to synthesize it. The reactants are: [N:1]1([C:6]2[CH:11]=[CH:10][C:9]([NH2:12])=[CH:8][CH:7]=2)[CH:5]=[CH:4][N:3]=[CH:2]1.C(O)C.[C:16]([O:21][CH2:22][CH3:23])(=[O:20])[C:17]([CH3:19])=O.P([O-])([O-])([O-])=O.[K+].[K+].[K+]. (4) Given the product [CH:42]([C:39]1[N:40]=[CH:41][C:36]([C:47]2[CH:48]=[CH:49][CH:50]=[CH:51][N:46]=2)=[CH:37][CH:38]=1)([CH3:44])[CH3:43], predict the reactants needed to synthesize it. The reactants are: CC(C1C=C(C(C)C)C(C2C=CC=CC=2P(C2CCCCC2)C2CCCCC2)=C(C(C)C)C=1)C.Cl[C:36]1[CH:37]=[CH:38][C:39]([CH:42]([CH3:44])[CH3:43])=[N:40][CH:41]=1.[Br-].[N:46]1[CH:51]=[CH:50][CH:49]=[CH:48][C:47]=1[Zn+]. (5) Given the product [CH2:25]([O:32][C:33]([C:35]1[C:44]([C:14]#[C:13][C:12]2[CH:7]=[CH:8][CH:9]=[CH:10][CH:11]=2)=[C:43]([O:46][CH2:47][C:48]2[CH:53]=[CH:52][CH:51]=[CH:50][CH:49]=2)[C:42]2[C:37](=[C:38]([C:54]#[N:55])[CH:39]=[CH:40][CH:41]=2)[N:36]=1)=[O:34])[C:26]1[CH:31]=[CH:30][CH:29]=[CH:28][CH:27]=1, predict the reactants needed to synthesize it. The reactants are: COC(C1[CH:14]=[C:13](O)[C:12]2[C:7](=[C:8](OCC3C=CC=CC=3)[CH:9]=[C:10](Br)[CH:11]=2)N=1)=O.[CH2:25]([O:32][C:33]([C:35]1[C:44](Br)=[C:43]([O:46][CH2:47][C:48]2[CH:53]=[CH:52][CH:51]=[CH:50][CH:49]=2)[C:42]2[C:37](=[C:38]([C:54]#[N:55])[CH:39]=[CH:40][CH:41]=2)[N:36]=1)=[O:34])[C:26]1[CH:31]=[CH:30][CH:29]=[CH:28][CH:27]=1. (6) Given the product [CH:1]1([CH2:7][O:8][C:12]2[CH:13]=[C:14]([C:17]([O:19][CH2:20][CH:21]3[CH2:26][CH2:25][CH2:24][CH2:23][CH2:22]3)=[O:18])[S:15][CH:16]=2)[CH2:6][CH2:5][CH2:4][CH2:3][CH2:2]1, predict the reactants needed to synthesize it. The reactants are: [CH:1]1([CH2:7][OH:8])[CH2:6][CH2:5][CH2:4][CH2:3][CH2:2]1.[H-].[Na+].Br[C:12]1[CH:13]=[C:14]([C:17]([O:19][CH2:20][CH:21]2[CH2:26][CH2:25][CH2:24][CH2:23][CH2:22]2)=[O:18])[S:15][CH:16]=1.[NH4+].[Cl-]. (7) Given the product [CH3:1][C:2]1([CH3:15])[O:6][C:5](=[O:7])[O:4]/[C:3]/1=[CH:8]\[CH2:9][CH2:10][O:11][C:12](=[O:14])[CH:13]=[CH2:16], predict the reactants needed to synthesize it. The reactants are: [CH3:1][C:2]1([CH3:15])[O:6][C:5](=[O:7])[O:4]/[C:3]/1=[CH:8]\[CH2:9][CH2:10][O:11][C:12](=[O:14])[CH3:13].[C:16](OCC)(=O)C=C.COC1C=CC(O)=CC=1.